Dataset: Catalyst prediction with 721,799 reactions and 888 catalyst types from USPTO. Task: Predict which catalyst facilitates the given reaction. Reactant: N[C:2]1[C:14]2[C:5](=[N:6][C:7]3[CH2:8][CH2:9][CH:10]([C:15]4([CH3:20])[CH2:19][CH2:18][CH2:17][CH2:16]4)[CH2:11][C:12]=3[CH:13]=2)[S:4][C:3]=1[C:21]#[N:22].C(ON=O)(C)(C)C.O. Product: [CH3:20][C:15]1([CH:10]2[CH2:9][CH2:8][C:7]3[N:6]=[C:5]4[S:4][C:3]([C:21]#[N:22])=[CH:2][C:14]4=[CH:13][C:12]=3[CH2:11]2)[CH2:16][CH2:17][CH2:18][CH2:19]1. The catalyst class is: 3.